From a dataset of Full USPTO retrosynthesis dataset with 1.9M reactions from patents (1976-2016). Predict the reactants needed to synthesize the given product. (1) Given the product [CH2:1]([O:8][C:9]1[CH:10]=[C:11]([C:15]2[CH:16]=[C:17]([CH:20]=[CH:21][CH:22]=2)[CH:18]=[O:36])[CH:12]=[CH:13][CH:14]=1)[C:2]1[CH:7]=[CH:6][CH:5]=[CH:4][CH:3]=1, predict the reactants needed to synthesize it. The reactants are: [CH2:1]([O:8][C:9]1[CH:10]=[C:11]([C:15]2[CH:16]=[C:17]([CH:20]=[CH:21][CH:22]=2)[C:18]#N)[CH:12]=[CH:13][CH:14]=1)[C:2]1[CH:7]=[CH:6][CH:5]=[CH:4][CH:3]=1.[H-].C([Al+]CC(C)C)C(C)C.C1C[O:36]CC1. (2) Given the product [NH2:1][C:2]1[N:7]=[C:6]([NH:8][C@@H:9]([CH2:13][CH2:14][CH2:15][CH3:16])[CH2:10][CH2:11][OH:12])[C:5]([CH2:17][CH2:18][CH2:19][NH:20][C:21](=[O:27])[O:22][C:23]([CH3:26])([CH3:25])[CH3:24])=[C:4]([CH3:28])[N:3]=1, predict the reactants needed to synthesize it. The reactants are: [NH2:1][C:2]1[N:7]=[C:6]([NH:8][C@@H:9]([CH2:13][CH2:14][CH2:15][CH3:16])[CH2:10][CH2:11][OH:12])[C:5]([C:17]#[C:18][CH2:19][NH:20][C:21](=[O:27])[O:22][C:23]([CH3:26])([CH3:25])[CH3:24])=[C:4]([CH3:28])[N:3]=1. (3) Given the product [C:10]([SH:7]=[CH:6][C:5]1[CH:4]=[CH:3][CH:2]=[CH:9][CH:8]=1)(=[O:12])[CH3:11], predict the reactants needed to synthesize it. The reactants are: C[C:2]1[CH:9]=[CH:8][C:5]([CH:6]=[S:7])=[CH:4][CH:3]=1.[C:10](Cl)(=[O:12])[CH3:11]. (4) Given the product [F:9][CH:10]1[CH2:15][CH2:14][N:13]([C:1]2([C:16]#[N:17])[CH2:6][CH2:5][CH2:4][CH2:3][CH2:2]2)[CH2:12][CH2:11]1, predict the reactants needed to synthesize it. The reactants are: [C:1]1(=O)[CH2:6][CH2:5][CH2:4][CH2:3][CH2:2]1.Cl.[F:9][CH:10]1[CH2:15][CH2:14][NH:13][CH2:12][CH2:11]1.[C-:16]#[N:17].[K+].O. (5) Given the product [CH:1]([O:4][C:5]1[CH:10]=[CH:9][C:8]([C:11]2[N:15]=[C:14]([C:16]3[CH:17]=[CH:18][C:19]([O:20][C@H:21]([CH3:27])[CH:22]=[O:23])=[CH:28][CH:29]=3)[O:13][N:12]=2)=[CH:7][C:6]=1[C:30]([F:31])([F:32])[F:33])([CH3:2])[CH3:3], predict the reactants needed to synthesize it. The reactants are: [CH:1]([O:4][C:5]1[CH:10]=[CH:9][C:8]([C:11]2[N:15]=[C:14]([C:16]3[CH:29]=[CH:28][C:19]([O:20][C@H:21]([CH3:27])[C:22](OCC)=[O:23])=[CH:18][CH:17]=3)[O:13][N:12]=2)=[CH:7][C:6]=1[C:30]([F:33])([F:32])[F:31])([CH3:3])[CH3:2].[H-].[Al+3].[Li+].[H-].[H-].[H-].CCOC(C)=O.CCCCCCC.CC(OI1(OC(C)=O)(OC(C)=O)OC(=O)C2C=CC=CC1=2)=O. (6) Given the product [Cl:13][C:14]1[CH:19]=[CH:18][N:17]=[CH:16][C:15]=1[CH:26]([C:25]1[CH:28]=[CH:29][C:22]([CH2:20][CH3:21])=[CH:23][CH:24]=1)[OH:27], predict the reactants needed to synthesize it. The reactants are: C([Li])CCC.C(NC(C)C)(C)C.[Cl:13][C:14]1[CH:19]=[CH:18][N:17]=[CH:16][CH:15]=1.[CH2:20]([C:22]1[CH:29]=[CH:28][C:25]([CH:26]=[O:27])=[CH:24][CH:23]=1)[CH3:21].[Cl-].[NH4+].